Dataset: NCI-60 drug combinations with 297,098 pairs across 59 cell lines. Task: Regression. Given two drug SMILES strings and cell line genomic features, predict the synergy score measuring deviation from expected non-interaction effect. (1) Drug 1: C1CC(=O)NC(=O)C1N2C(=O)C3=CC=CC=C3C2=O. Drug 2: CC1=C(C(=O)C2=C(C1=O)N3CC4C(C3(C2COC(=O)N)OC)N4)N. Cell line: OVCAR-8. Synergy scores: CSS=21.8, Synergy_ZIP=-5.60, Synergy_Bliss=2.74, Synergy_Loewe=-20.1, Synergy_HSA=1.27. (2) Drug 1: CC1=C(C=C(C=C1)NC2=NC=CC(=N2)N(C)C3=CC4=NN(C(=C4C=C3)C)C)S(=O)(=O)N.Cl. Drug 2: CNC(=O)C1=NC=CC(=C1)OC2=CC=C(C=C2)NC(=O)NC3=CC(=C(C=C3)Cl)C(F)(F)F. Cell line: MDA-MB-435. Synergy scores: CSS=12.0, Synergy_ZIP=-3.61, Synergy_Bliss=-7.01, Synergy_Loewe=-23.8, Synergy_HSA=-10.2. (3) Drug 1: C1=C(C(=O)NC(=O)N1)F. Drug 2: COC1=NC(=NC2=C1N=CN2C3C(C(C(O3)CO)O)O)N. Synergy scores: CSS=56.9, Synergy_ZIP=2.12, Synergy_Bliss=2.17, Synergy_Loewe=-17.7, Synergy_HSA=1.31. Cell line: SR.